This data is from Full USPTO retrosynthesis dataset with 1.9M reactions from patents (1976-2016). The task is: Predict the reactants needed to synthesize the given product. (1) Given the product [CH2:1]([O:8][CH2:9][CH2:10][N:11]1[CH2:12][CH2:13][N:14]([C:17]2[CH:26]=[CH:25][C:20]([C:21]([OH:23])=[O:22])=[CH:19][C:18]=2/[CH:27]=[CH:28]\[CH3:29])[CH2:15][CH2:16]1)[C:2]1[CH:3]=[CH:4][CH:5]=[CH:6][CH:7]=1, predict the reactants needed to synthesize it. The reactants are: [CH2:1]([O:8][CH2:9][CH2:10][N:11]1[CH2:16][CH2:15][N:14]([C:17]2[CH:26]=[CH:25][C:20]([C:21]([O:23]C)=[O:22])=[CH:19][C:18]=2/[CH:27]=[CH:28]\[CH3:29])[CH2:13][CH2:12]1)[C:2]1[CH:7]=[CH:6][CH:5]=[CH:4][CH:3]=1.[OH-].[Na+].Cl. (2) Given the product [C:1]([O:5][C:6]([N:8]1[CH:13]2[CH2:14][CH2:15][CH:9]1[CH2:10][C:11]([C:16]#[N:17])([C:19]1[S:20][CH:21]=[CH:22][N:23]=1)[CH2:12]2)=[O:7])([CH3:4])([CH3:2])[CH3:3], predict the reactants needed to synthesize it. The reactants are: [C:1]([O:5][C:6]([N:8]1[CH:13]2[CH2:14][CH2:15][CH:9]1[CH2:10][CH:11]([C:16]#[N:17])[CH2:12]2)=[O:7])([CH3:4])([CH3:3])[CH3:2].Cl[C:19]1[S:20][CH:21]=[CH:22][N:23]=1.[Li].C[Si](N[Si](C)(C)C)(C)C.[Cl-].[NH4+].